From a dataset of Catalyst prediction with 721,799 reactions and 888 catalyst types from USPTO. Predict which catalyst facilitates the given reaction. (1) Reactant: CC([CH2:5][N:6]([CH2:10][CH2:11][NH:12][C:13]1[N:14]=[C:15]([C:32]2[CH:37]=[C:36]([C:38]([NH:40][CH2:41][C:42]3[CH:47]=[CH:46][CH:45]=[CH:44][CH:43]=3)=[O:39])[CH:35]=[CH:34][C:33]=2[CH3:48])[C:16]2[CH2:21][NH:20][C:19](=[O:22])[N:18]([C:23]3[C:28]([F:29])=[CH:27][CH:26]=[CH:25][C:24]=3[F:30])[C:17]=2[N:31]=1)C(=O)[O-:8])(C)C.FC(F)(F)C(O)=O. Product: [NH4+:6].[OH-:8].[F:30][C:24]1[CH:25]=[CH:26][CH:27]=[C:28]([F:29])[C:23]=1[N:18]1[C:17]2[N:31]=[C:13]([NH:12][CH2:11][CH2:10][NH:6][CH3:5])[N:14]=[C:15]([C:32]3[CH:37]=[C:36]([CH:35]=[CH:34][C:33]=3[CH3:48])[C:38]([NH:40][CH2:41][C:42]3[CH:47]=[CH:46][CH:45]=[CH:44][CH:43]=3)=[O:39])[C:16]=2[CH2:21][NH:20][C:19]1=[O:22]. The catalyst class is: 2. (2) Reactant: [CH2:1]([N:4]1[CH:9]2[CH2:10][CH2:11][CH:5]1[CH2:6][C:7](=[C:12]([C:18]1[CH:23]=[CH:22][CH:21]=[C:20]([O:24]C)[CH:19]=1)[C:13]1[CH:17]=[CH:16][S:15][CH:14]=1)[CH2:8]2)[CH:2]=[CH2:3].B(Br)(Br)Br.C([O-])(O)=O.[Na+].C(O)C. Product: [CH2:1]([N:4]1[CH:5]2[CH2:11][CH2:10][CH:9]1[CH2:8][C:7](=[C:12]([C:13]1[CH:17]=[CH:16][S:15][CH:14]=1)[C:18]1[CH:19]=[C:20]([OH:24])[CH:21]=[CH:22][CH:23]=1)[CH2:6]2)[CH:2]=[CH2:3]. The catalyst class is: 4. (3) Reactant: Cl.[C:2]([CH2:4][C:5](OCC)=[O:6])#[N:3].[CH2:10]([O:12][C:13]1[CH:18]=[CH:17][C:16]([NH:19][C:20]([NH2:22])=[S:21])=[CH:15][CH:14]=1)[CH3:11].C(=O)(O)[O-].[Na+]. Product: [NH2:3][C:2]1[N:19]([C:16]2[CH:17]=[CH:18][C:13]([O:12][CH2:10][CH3:11])=[CH:14][CH:15]=2)[C:20](=[S:21])[NH:22][C:5](=[O:6])[CH:4]=1. The catalyst class is: 12. (4) Reactant: [I:1][C:2]1[CH:3]=[C:4]2[C:8](=[CH:9][CH:10]=1)[NH:7][N:6]=[C:5]2[CH:11]=O.[NH2:13][C:14]1[CH:19]=[CH:18][CH:17]=[CH:16][C:15]=1[NH2:20]. Product: [NH:13]1[C:14]2[CH:19]=[CH:18][CH:17]=[CH:16][C:15]=2[N:20]=[C:11]1[C:5]1[C:4]2[C:8](=[CH:9][CH:10]=[C:2]([I:1])[CH:3]=2)[NH:7][N:6]=1. The catalyst class is: 31.